From a dataset of Reaction yield outcomes from USPTO patents with 853,638 reactions. Predict the reaction yield, written as a fraction of the theoretical maximum amount of product (1.0 means a 100% yield; for example, 0.34 means a 34% yield). (1) The reactants are [CH2:1]([N:8]1[C:18]2[C:13](=[CH:14][C:15]([CH3:19])=[CH:16][CH:17]=2)[C:11](=O)[C:9]1=[O:10])[C:2]1[CH:7]=[CH:6][CH:5]=[CH:4][CH:3]=1.O.NN. The catalyst is CS(C)=O. The product is [CH2:1]([N:8]1[C:18]2[C:13](=[CH:14][C:15]([CH3:19])=[CH:16][CH:17]=2)[CH2:11][C:9]1=[O:10])[C:2]1[CH:7]=[CH:6][CH:5]=[CH:4][CH:3]=1. The yield is 1.00. (2) The reactants are [C:1]([O:9][C@H:10]([CH2:15][C:16]1[C:17]([CH2:26][NH:27][CH2:28][C:29]([F:32])([F:31])[F:30])=[C:18]2[C:22](=[C:23]([Cl:25])[CH:24]=1)[NH:21][N:20]=[CH:19]2)[C:11]([O:13]C)=O)(=[O:8])[C:2]1[CH:7]=[CH:6][CH:5]=[CH:4][CH:3]=1.C1(C)C=CC=CC=1.C(O)(=O)C. No catalyst specified. The product is [C:1]([O:9][C@H:10]1[C:11](=[O:13])[N:27]([CH2:28][C:29]([F:31])([F:32])[F:30])[CH2:26][C:17]2[C:18]3[CH:19]=[N:20][NH:21][C:22]=3[C:23]([Cl:25])=[CH:24][C:16]=2[CH2:15]1)(=[O:8])[C:2]1[CH:3]=[CH:4][CH:5]=[CH:6][CH:7]=1. The yield is 0.740. (3) The reactants are [CH3:1][C:2]1([CH2:7][CH:8]=O)[O:6][CH2:5][CH2:4][O:3]1.C(OCC)(=O)CC(C)=O.O.C1(C)C=CC(S(O)(=O)=O)=CC=1.[H-].C([Al+]CC(C)C)C(C)C.[O:41]=[C:42]([CH:44](P(=O)(OCC)OCC)[CH2:45][CH2:46][CH2:47][CH2:48][CH3:49])[CH3:43]. The catalyst is C1(C)C=CC=CC=1.CCCCCC.O1CCCC1.C(O)CO. The product is [CH3:1][C:2]1([CH2:7]/[CH:8]=[C:44](\[CH2:45][CH2:46][CH2:47][CH2:48][CH3:49])/[C:42](=[O:41])[CH3:43])[O:3][CH2:4][CH2:5][O:6]1. The yield is 0.240.